This data is from Forward reaction prediction with 1.9M reactions from USPTO patents (1976-2016). The task is: Predict the product of the given reaction. (1) The product is: [CH2:14]([N:11]1[CH2:12][CH:13]=[C:8]([C:5]2[CH:6]=[CH:7][C:2]([C:26]([O:27][CH2:28][CH3:29])=[O:30])=[CH:3][CH:4]=2)[CH2:9][CH2:10]1)[C:15]1[CH:20]=[CH:19][CH:18]=[CH:17][CH:16]=1. Given the reactants Br[C:2]1[CH:7]=[CH:6][C:5]([C:8]2[CH2:9][CH2:10][N:11]([CH2:14][C:15]3[CH:20]=[CH:19][CH:18]=[CH:17][CH:16]=3)[CH2:12][CH:13]=2)=[CH:4][CH:3]=1.C([Li])CCC.[C:26](=O)([O:30]CC)[O:27][CH2:28][CH3:29].O, predict the reaction product. (2) Given the reactants C(=O)(OC(C)(C)C)N.[F:9][CH:10]1[CH2:15][CH2:14][N:13](C(OC(C)(C)C)=O)[C@@H:12]([C:23](=[O:38])[NH:24][C:25]2([C:28]3[CH:33]=[CH:32][C:31]([C:34]([O:36][CH3:37])=[O:35])=[CH:30][CH:29]=3)[CH2:27][CH2:26]2)[CH2:11]1, predict the reaction product. The product is: [F:9][CH:10]1[CH2:15][CH2:14][NH:13][C@@H:12]([C:23]([NH:24][C:25]2([C:28]3[CH:29]=[CH:30][C:31]([C:34]([O:36][CH3:37])=[O:35])=[CH:32][CH:33]=3)[CH2:26][CH2:27]2)=[O:38])[CH2:11]1. (3) Given the reactants [C:1]([O:5][C:6](=[O:35])[N:7]([CH2:33][CH3:34])[CH2:8][C:9]1[CH:10]=[N:11][CH:12]=[C:13]([C:16]2[CH:17]=[C:18]3[C:22](=[CH:23][CH:24]=2)[N:21]([CH:25]2[CH2:30][CH2:29][CH2:28][CH2:27][O:26]2)[N:20]=[C:19]3[CH:31]=[O:32])[C:14]=1[CH3:15])([CH3:4])([CH3:3])[CH3:2].S([CH2:46][N+:47]#[C-:48])(C1C=CC(C)=CC=1)(=O)=O.C([O-])([O-])=O.[K+].[K+], predict the reaction product. The product is: [CH2:33]([N:7]([CH2:8][C:9]1[CH:10]=[N:11][CH:12]=[C:13]([C:16]2[CH:17]=[C:18]3[C:22](=[CH:23][CH:24]=2)[N:21]([CH:25]2[CH2:30][CH2:29][CH2:28][CH2:27][O:26]2)[N:20]=[C:19]3[C:31]2[O:32][CH:48]=[N:47][CH:46]=2)[C:14]=1[CH3:15])[C:6](=[O:35])[O:5][C:1]([CH3:3])([CH3:4])[CH3:2])[CH3:34]. (4) Given the reactants [F:1][C:2]1[CH:15]=[CH:14][C:13]2[C:4](=[C:5]([CH3:16])[N:6]=[C:7]3[C:12]=2[CH:11]=[CH:10][CH:9]=[CH:8]3)[CH:3]=1.[BH4-].[Na+].FC(F)(F)C(O)=O.C1C=CC2C3C=CC=CC=3NCC=2C=1.C(N(CC)CC)C.[CH3:47][O:48][C:49]1[CH:50]=[C:51]([S:55](Cl)(=[O:57])=[O:56])[CH:52]=[CH:53][CH:54]=1, predict the reaction product. The product is: [CH:2]1[CH:15]=[CH:14][C:13]2[C:12]3[CH:11]=[CH:10][CH:9]=[CH:8][C:7]=3[NH:6][CH2:5][C:4]=2[CH:3]=1.[F:1][C:2]1[CH:3]=[C:4]2[C:13](=[CH:14][CH:15]=1)[C:12]1[CH:11]=[CH:10][CH:9]=[CH:8][C:7]=1[N:6]([S:55]([C:51]1[CH:52]=[CH:53][CH:54]=[C:49]([O:48][CH3:47])[CH:50]=1)(=[O:57])=[O:56])[CH:5]2[CH3:16]. (5) Given the reactants [NH2:1][CH:2]1[CH2:7][CH2:6][N:5]([C:8]([O:10][C:11]([CH3:14])([CH3:13])[CH3:12])=[O:9])[CH2:4][CH2:3]1.[C:15](Cl)(=[O:26])[O:16][CH2:17][C:18]1[CH:23]=[C:22]([Cl:24])[CH:21]=[C:20]([Cl:25])[CH:19]=1.[OH-].[Na+], predict the reaction product. The product is: [Cl:24][C:22]1[CH:23]=[C:18]([CH:19]=[C:20]([Cl:25])[CH:21]=1)[CH2:17][O:16][C:15]([NH:1][CH:2]1[CH2:3][CH2:4][N:5]([C:8]([O:10][C:11]([CH3:14])([CH3:13])[CH3:12])=[O:9])[CH2:6][CH2:7]1)=[O:26]. (6) Given the reactants [NH2:1][C:2]1[CH:7]=[CH:6][C:5]([CH2:8][CH2:9][C:10]2[N:11]=[C:12]([NH:26][C:27](=[O:29])[CH3:28])[S:13][C:14]=2[CH2:15][C:16]2[CH:21]=[CH:20][C:19]([S:22]([CH3:25])(=[O:24])=[O:23])=[CH:18][CH:17]=2)=[CH:4][CH:3]=1.CS[C:32]1[N:33](C(OCC)=O)[CH2:34][CH2:35][N:36]=1.CC(O)=O.C([O-])(O)=O.[Na+], predict the reaction product. The product is: [NH:36]1[CH2:35][CH2:34][N:33]=[C:32]1[NH:1][C:2]1[CH:3]=[CH:4][C:5]([CH2:8][CH2:9][C:10]2[N:11]=[C:12]([NH:26][C:27](=[O:29])[CH3:28])[S:13][C:14]=2[CH2:15][C:16]2[CH:21]=[CH:20][C:19]([S:22]([CH3:25])(=[O:24])=[O:23])=[CH:18][CH:17]=2)=[CH:6][CH:7]=1. (7) Given the reactants FC(F)(F)C(O)=O.[CH3:8][O:9][C:10]1[C:11]2[N:18]=[C:17]([NH:19][C:20]([N:22]3[CH2:26][CH2:25][CH:24]([NH2:27])[CH2:23]3)=[O:21])[S:16][C:12]=2[N:13]=[CH:14][N:15]=1.C(N(CC)C(C)C)(C)C.[F:37][C:38]1[CH:45]=[CH:44][C:41]([CH:42]=O)=[CH:40][C:39]=1[C:46]([F:49])([F:48])[F:47].C(O)(=O)C.C(O[BH-](OC(=O)C)OC(=O)C)(=O)C.[Na+], predict the reaction product. The product is: [CH3:8][O:9][C:10]1[C:11]2[N:18]=[C:17]([NH:19][C:20]([N:22]3[CH2:26][CH2:25][C@@H:24]([NH:27][CH2:42][C:41]4[CH:44]=[CH:45][C:38]([F:37])=[C:39]([C:46]([F:49])([F:47])[F:48])[CH:40]=4)[CH2:23]3)=[O:21])[S:16][C:12]=2[N:13]=[CH:14][N:15]=1.